From a dataset of Forward reaction prediction with 1.9M reactions from USPTO patents (1976-2016). Predict the product of the given reaction. (1) Given the reactants [NH:1]1[C:9]2[C:4](=[CH:5][CH:6]=[CH:7][N:8]=2)[CH:3]=[CH:2]1.C1C=C(Cl)C=C(C(OO)=[O:18])C=1.C(=O)([O-])[O-].[K+].[K+], predict the reaction product. The product is: [N+:1]1([O-:18])[CH:2]=[CH:3][C:4]2[C:9]=1[NH:8][CH:7]=[CH:6][CH:5]=2. (2) The product is: [F:12][C:9]1[CH:10]=[C:11]2[C:6](=[CH:7][CH:8]=1)[C:5](=[O:13])[O:4][C:3]([CH:14]([OH:16])[CH3:15])=[C:2]2[C:17]1[CH:22]=[CH:21][CH:20]=[CH:19][CH:18]=1. Given the reactants Br[C:2]1[C:11]2[C:6](=[CH:7][CH:8]=[C:9]([F:12])[CH:10]=2)[C:5](=[O:13])[O:4][C:3]=1[CH:14]([OH:16])[CH3:15].[C:17]1(B(O)O)[CH:22]=[CH:21][CH:20]=[CH:19][CH:18]=1, predict the reaction product. (3) The product is: [NH2:25][C:14]1[N:13]=[C:12]([N:8]2[CH2:7][CH2:6][C:5]3[C:10](=[CH:11][C:2]([C:34]4[CH:35]=[CH:36][C:37]([NH:40][C:41](=[O:43])[CH3:42])=[N:38][CH:39]=4)=[CH:3][CH:4]=3)[CH2:9]2)[CH:17]=[C:16]([N:18]2[CH2:23][CH2:22][N:21]([CH3:24])[CH2:20][CH2:19]2)[N:15]=1. Given the reactants Br[C:2]1[CH:11]=[C:10]2[C:5]([CH2:6][CH2:7][N:8]([C:12]3[CH:17]=[C:16]([N:18]4[CH2:23][CH2:22][N:21]([CH3:24])[CH2:20][CH2:19]4)[N:15]=[C:14]([NH2:25])[N:13]=3)[CH2:9]2)=[CH:4][CH:3]=1.CC1(C)C(C)(C)OB([C:34]2[CH:35]=[CH:36][C:37]([NH:40][C:41](=[O:43])[CH3:42])=[N:38][CH:39]=2)O1.P([O-])([O-])([O-])=O.[K+].[K+].[K+], predict the reaction product. (4) The product is: [O:26]=[C:14]1[N:15]([C:16]2[CH:21]=[CH:20][CH:19]=[C:18]([C:22]([F:25])([F:24])[F:23])[CH:17]=2)[C:5]2[C:4]3[C:9](=[CH:10][CH:11]=[C:2]([C:31]4[CH:30]=[C:29]([C:27]#[N:28])[CH:34]=[N:33][CH:32]=4)[N:3]=3)[N:8]=[CH:7][C:6]=2[CH:12]=[CH:13]1. Given the reactants Cl[C:2]1[N:3]=[C:4]2[C:9](=[CH:10][CH:11]=1)[N:8]=[CH:7][C:6]1[CH:12]=[CH:13][C:14](=[O:26])[N:15]([C:16]3[CH:21]=[CH:20][CH:19]=[C:18]([C:22]([F:25])([F:24])[F:23])[CH:17]=3)[C:5]2=1.[C:27]([C:29]1[CH:30]=[C:31](OB(O)O)[CH:32]=[N:33][CH:34]=1)#[N:28].C(=O)([O-])[O-].[Na+].[Na+], predict the reaction product. (5) The product is: [NH:6]1[C:7]2[C:3](=[C:2]([C:19]3[CH:20]=[C:21]4[C:26](=[CH:27][CH:28]=3)[CH:25]=[C:24]([NH:29][C:30]([C:32]3[CH:36]=[CH:35][S:34][CH:33]=3)=[O:31])[CH:23]=[CH:22]4)[CH:10]=[CH:9][CH:8]=2)[CH:4]=[CH:5]1. Given the reactants Br[C:2]1[CH:10]=[CH:9][CH:8]=[C:7]2[C:3]=1[CH:4]=[CH:5][NH:6]2.CC1(C)C(C)(C)OB([C:19]2[CH:20]=[C:21]3[C:26](=[CH:27][CH:28]=2)[CH:25]=[C:24]([NH:29][C:30]([C:32]2[CH:36]=[CH:35][S:34][CH:33]=2)=[O:31])[CH:23]=[CH:22]3)O1.C([O-])([O-])=O.[K+].[K+].O1CCOCC1, predict the reaction product. (6) Given the reactants [F:1][C:2]1[CH:3]=[C:4]([CH:16]=[CH:17][CH:18]=1)[CH2:5][O:6][C:7]1[CH:12]=[CH:11][C:10]([N+:13]([O-])=O)=[CH:9][CH:8]=1, predict the reaction product. The product is: [F:1][C:2]1[CH:3]=[C:4]([CH:16]=[CH:17][CH:18]=1)[CH2:5][O:6][C:7]1[CH:12]=[CH:11][C:10]([NH2:13])=[CH:9][CH:8]=1.